Dataset: Full USPTO retrosynthesis dataset with 1.9M reactions from patents (1976-2016). Task: Predict the reactants needed to synthesize the given product. Given the product [Cl:30][C:27]1[CH:28]=[CH:29][C:24]([N:9]2[C:10](=[O:23])[C:11]3[CH:16]=[N:15][N:14]([C:17]4[CH:22]=[CH:21][CH:20]=[CH:19][CH:18]=4)[C:12]=3[N:13]=[C:8]2[C:5]2[CH:4]=[CH:3][C:2]([S:32][CH3:31])=[CH:7][CH:6]=2)=[CH:25][CH:26]=1, predict the reactants needed to synthesize it. The reactants are: Br[C:2]1[CH:7]=[CH:6][C:5]([C:8]2[N:9]([C:24]3[CH:29]=[CH:28][C:27]([Cl:30])=[CH:26][CH:25]=3)[C:10](=[O:23])[C:11]3[CH:16]=[N:15][N:14]([C:17]4[CH:22]=[CH:21][CH:20]=[CH:19][CH:18]=4)[C:12]=3[N:13]=2)=[CH:4][CH:3]=1.[CH3:31][S-:32].[Na+].